This data is from Catalyst prediction with 721,799 reactions and 888 catalyst types from USPTO. The task is: Predict which catalyst facilitates the given reaction. (1) Reactant: [Cl:1][C:2]1[C:3]([N:31]2[CH2:36][CH2:35][N:34]([C:37]3[CH:42]=[CH:41][CH:40]=[CH:39][N:38]=3)[CH2:33][CH2:32]2)=[C:4]([F:30])[CH:5]=[C:6]2[C:11]=1[N:10]([C:12]1[CH:17]=[CH:16][C:15]([CH2:18][N:19]3[CH2:23][CH2:22][CH2:21][CH2:20]3)=[CH:14][CH:13]=1)[CH:9]=[C:8]([C:24]([O:26]CC)=[O:25])[C:7]2=[O:29].C(O)(C)C.Cl. Product: [Cl:1][C:2]1[C:3]([N:31]2[CH2:36][CH2:35][N:34]([C:37]3[CH:42]=[CH:41][CH:40]=[CH:39][N:38]=3)[CH2:33][CH2:32]2)=[C:4]([F:30])[CH:5]=[C:6]2[C:11]=1[N:10]([C:12]1[CH:17]=[CH:16][C:15]([CH2:18][N:19]3[CH2:23][CH2:22][CH2:21][CH2:20]3)=[CH:14][CH:13]=1)[CH:9]=[C:8]([C:24]([OH:26])=[O:25])[C:7]2=[O:29]. The catalyst class is: 6. (2) Reactant: [F:1][C:2]1[CH:3]=[C:4]([CH:7]=[C:8]([F:10])[CH:9]=1)[CH:5]=[O:6].[CH3:11][Mg]Br. Product: [F:1][C:2]1[CH:3]=[C:4]([CH:5]([OH:6])[CH3:11])[CH:7]=[C:8]([F:10])[CH:9]=1. The catalyst class is: 1. (3) Reactant: [C:1]([NH:18][CH:19]([CH2:22][OH:23])[CH2:20][OH:21])(=O)[CH2:2][CH2:3][CH2:4][CH2:5][CH2:6][CH2:7][CH2:8][CH2:9][CH2:10][CH2:11][CH2:12][CH2:13][CH2:14][CH2:15][CH3:16].[H-].[H-].[H-].[H-].[Li+].[Al+3]. Product: [CH2:1]([NH:18][CH:19]([CH2:20][OH:21])[CH2:22][OH:23])[CH2:2][CH2:3][CH2:4][CH2:5][CH2:6][CH2:7][CH2:8][CH2:9][CH2:10][CH2:11][CH2:12][CH2:13][CH2:14][CH2:15][CH3:16]. The catalyst class is: 1.